Task: Predict which catalyst facilitates the given reaction.. Dataset: Catalyst prediction with 721,799 reactions and 888 catalyst types from USPTO (1) The catalyst class is: 7. Reactant: [Cl:1][C:2]1[CH:22]=[C:21]([Cl:23])[CH:20]=[CH:19][C:3]=1[O:4][C:5]1[N:14]=[C:13]([O:15][CH:16]([CH3:18])[CH3:17])[CH:12]=[CH:11][C:6]=1[C:7](OC)=[O:8].[H-].[Al+3].[Li+].[H-].[H-].[H-].O.O.O.O.O.O.O.O.O.O.S([O-])([O-])(=O)=O.[Na+].[Na+]. Product: [Cl:1][C:2]1[CH:22]=[C:21]([Cl:23])[CH:20]=[CH:19][C:3]=1[O:4][C:5]1[C:6]([CH2:7][OH:8])=[CH:11][CH:12]=[C:13]([O:15][CH:16]([CH3:18])[CH3:17])[N:14]=1. (2) Reactant: C[Si]1(C)[C:23]2[C:24](=[CH:19][CH:20]=[CH:21][CH:22]=2)[CH:25]=[C:17]1[C:14]1C=[CH:15][C:14]([C:17]2[Si](C)(C)[C:19]3[C:24]([CH:25]=2)=[CH:23][CH:22]=[CH:21][CH:20]=3)=C[CH:15]=1.[Li:29].C1C2C(=CC=CC=2)C=CC=1.[Cl-].[NH4+]. Product: [Li:29].[C-:22]1[C:23]2[C:24](=[CH:25][CH:17]=[CH:14][CH:15]=2)[CH:19]=[CH:20][CH:21]=1. The catalyst class is: 1. (3) The catalyst class is: 247. Reactant: [Mg].[CH2:2]([O:9][C:10]1[CH:17]=[CH:16][C:13]([CH2:14]Cl)=[CH:12][CH:11]=1)[C:3]1[CH:8]=[CH:7][CH:6]=[CH:5][CH:4]=1.[Cl-].[CH2:19]([O:21][C:22](=[O:36])[C:23](=[N:28][C:29]([O:31][C:32]([CH3:35])([CH3:34])[CH3:33])=[O:30])[C:24]([F:27])([F:26])[F:25])[CH3:20]. Product: [CH2:19]([O:21][C:22](=[O:36])[C:23]([CH2:14][C:13]1[CH:16]=[CH:17][C:10]([O:9][CH2:2][C:3]2[CH:8]=[CH:7][CH:6]=[CH:5][CH:4]=2)=[CH:11][CH:12]=1)([NH:28][C:29]([O:31][C:32]([CH3:35])([CH3:34])[CH3:33])=[O:30])[C:24]([F:27])([F:26])[F:25])[CH3:20]. (4) Reactant: C1COCC1.O.[C:7]([C:11]1[CH:16]=[C:15]([C:17]([CH3:20])([CH3:19])[CH3:18])[C:14](=[O:21])[C:13](=[O:22])[C:12]=1[N+:23]([O-:25])=[O:24])([CH3:10])([CH3:9])[CH3:8].[O-]S(S([O-])=O)=O.[Na+].[Na+]. Product: [C:7]([C:11]1[C:12]([N+:23]([O-:25])=[O:24])=[C:13]([OH:22])[C:14]([OH:21])=[C:15]([C:17]([CH3:18])([CH3:19])[CH3:20])[CH:16]=1)([CH3:8])([CH3:9])[CH3:10]. The catalyst class is: 25. (5) Reactant: [Br:1][C:2]1[CH:3]=[N:4][CH:5]=[C:6](B2OC(C)(C)C(C)(C)O2)[CH:7]=1.Br[C:18]1[C:19]([C:30]2[S:31][CH:32]=[C:33]([C:35]([F:38])([F:37])[F:36])[N:34]=2)=[CH:20][C:21]([NH:24][C:25]([NH:27][CH2:28][CH3:29])=[O:26])=[N:22][CH:23]=1.C1(P(C2CCCCC2)C2C=CC=CC=2C2C(C(C)C)=CC(C(C)C)=CC=2C(C)C)CCCCC1.C(=O)([O-])[O-].[Na+].[Na+]. Product: [Br:1][C:2]1[CH:7]=[C:6]([C:18]2[CH:23]=[N:22][C:21]([NH:24][C:25]([NH:27][CH2:28][CH3:29])=[O:26])=[CH:20][C:19]=2[C:30]2[S:31][CH:32]=[C:33]([C:35]([F:38])([F:36])[F:37])[N:34]=2)[CH:5]=[N:4][CH:3]=1. The catalyst class is: 110. (6) The catalyst class is: 22. Product: [NH2:11][C:12]1[C:13]([Cl:22])=[CH:14][C:15]([C:16]([N:4]2[C:5]3[CH:10]=[CH:9][CH:8]=[CH:7][C:6]=3[O:1][CH2:2][CH2:3]2)=[O:17])=[CH:19][C:20]=1[Cl:21]. Reactant: [O:1]1[C:6]2[CH:7]=[CH:8][CH:9]=[CH:10][C:5]=2[NH:4][CH2:3][CH2:2]1.[NH2:11][C:12]1[C:20]([Cl:21])=[CH:19][C:15]([C:16](O)=[O:17])=[CH:14][C:13]=1[Cl:22].CCN=C=NCCCN(C)C.Cl. (7) Reactant: [C:1]([N:8]1[CH2:14][CH2:13][CH2:12][C@@H:9]1[CH2:10][OH:11])([O:3][C:4]([CH3:7])([CH3:6])[CH3:5])=[O:2].[Cr](O[Cr]([O-])(=O)=O)([O-])(=O)=O.[NH+]1C=CC=CC=1.[NH+]1C=CC=CC=1. Product: [CH:10]([C@H:9]1[CH2:12][CH2:13][CH2:14][N:8]1[C:1]([O:3][C:4]([CH3:7])([CH3:6])[CH3:5])=[O:2])=[O:11]. The catalyst class is: 96.